Dataset: Full USPTO retrosynthesis dataset with 1.9M reactions from patents (1976-2016). Task: Predict the reactants needed to synthesize the given product. (1) Given the product [NH2:6][CH:7]([C:16]1[C:21]([F:22])=[CH:20][CH:19]=[CH:18][C:17]=1[O:23][CH2:24][CH3:25])[CH2:8][CH:9]([CH3:15])[C:10]([O:12][CH2:13][CH3:14])=[O:11], predict the reactants needed to synthesize it. The reactants are: CC(C)(S([NH:6][CH:7]([C:16]1[C:21]([F:22])=[CH:20][CH:19]=[CH:18][C:17]=1[O:23][CH2:24][CH3:25])[CH2:8][CH:9]([CH3:15])[C:10]([O:12][CH2:13][CH3:14])=[O:11])=O)C.Cl.O1CCOCC1. (2) Given the product [ClH:1].[Cl:1][C:2]1[C:12]2[O:11][CH2:10][CH:9]3[CH2:13][NH:14][CH2:15][CH2:16][N:8]3[C:7](=[O:24])[C:6]=2[CH:5]=[CH:4][CH:3]=1, predict the reactants needed to synthesize it. The reactants are: [Cl:1][C:2]1[C:12]2[O:11][CH2:10][CH:9]3[CH2:13][N:14](C(OC(C)(C)C)=O)[CH2:15][CH2:16][N:8]3[C:7](=[O:24])[C:6]=2[CH:5]=[CH:4][CH:3]=1.C(OCC)(=O)C.Cl. (3) Given the product [C:62]([C:61]1[CH:64]=[CH:65][C:58]([C:52]2[N:53]=[C:54]([NH:56][CH3:57])[N:55]=[C:50]([N:46]3[CH2:47][CH2:48][CH2:49][C@@H:44]([NH:43][C:1](=[O:9])[C:2]4[CH:3]=[CH:4][CH:5]=[CH:6][CH:7]=4)[CH2:45]3)[CH:51]=2)=[CH:59][C:60]=1[F:66])#[N:63], predict the reactants needed to synthesize it. The reactants are: [C:1]([OH:9])(=O)[C:2]1[CH:7]=[CH:6][CH:5]=[CH:4][CH:3]=1.CN(C(ON1N=NC2C=CC=NC1=2)=[N+](C)C)C.F[P-](F)(F)(F)(F)F.CCN(C(C)C)C(C)C.[NH2:43][C@@H:44]1[CH2:49][CH2:48][CH2:47][N:46]([C:50]2[N:55]=[C:54]([NH:56][CH3:57])[N:53]=[C:52]([C:58]3[CH:65]=[CH:64][C:61]([C:62]#[N:63])=[C:60]([F:66])[CH:59]=3)[CH:51]=2)[CH2:45]1. (4) Given the product [F:20][C:21]1[C:29]([NH:30][C:9]2[C:8]3[C:13](=[CH:14][CH:15]=[CH:16][C:7]=3[O:6][C@H:4]([CH3:5])[C:3]([N:2]([CH3:19])[CH3:1])=[O:18])[N:12]=[CH:11][N:10]=2)=[CH:28][CH:27]=[C:26]2[C:22]=1[CH:23]=[CH:24][N:25]2[CH2:31][C:32]1[CH:37]=[CH:36][CH:35]=[CH:34][N:33]=1, predict the reactants needed to synthesize it. The reactants are: [CH3:1][N:2]([CH3:19])[C:3](=[O:18])[C@H:4]([O:6][C:7]1[CH:16]=[CH:15][CH:14]=[C:13]2[C:8]=1[C:9](=O)[NH:10][CH:11]=[N:12]2)[CH3:5].[F:20][C:21]1[C:29]([NH2:30])=[CH:28][CH:27]=[C:26]2[C:22]=1[CH:23]=[CH:24][N:25]2[CH2:31][C:32]1[CH:37]=[CH:36][CH:35]=[CH:34][N:33]=1.